Regression/Classification. Given a drug SMILES string, predict its absorption, distribution, metabolism, or excretion properties. Task type varies by dataset: regression for continuous measurements (e.g., permeability, clearance, half-life) or binary classification for categorical outcomes (e.g., BBB penetration, CYP inhibition). Dataset: cyp2d6_veith. From a dataset of CYP2D6 inhibition data for predicting drug metabolism from PubChem BioAssay. The molecule is COc1ccc(C(=O)Nc2cc3c(cc2OC)CCCC3)cc1Br. The result is 0 (non-inhibitor).